This data is from Reaction yield outcomes from USPTO patents with 853,638 reactions. The task is: Predict the reaction yield, written as a fraction of the theoretical maximum amount of product (1.0 means a 100% yield; for example, 0.34 means a 34% yield). (1) The reactants are [CH3:1][O:2][C:3]1[CH:4]=[C:5]([CH:8]=[CH:9][C:10]=1[C:11]1[CH:16]=[CH:15][N:14]=[C:13]([CH3:17])[CH:12]=1)[CH:6]=O.[C:18](=O)([O-])[O-].[K+].[K+].[N+](=C(P(=O)(OCC)OCC)C(=O)C)=[N-]. No catalyst specified. The product is [C:6]([C:5]1[CH:8]=[CH:9][C:10]([C:11]2[CH:16]=[CH:15][N:14]=[C:13]([CH3:17])[CH:12]=2)=[C:3]([O:2][CH3:1])[CH:4]=1)#[CH:18]. The yield is 0.870. (2) The reactants are [Br:1][C:2]1[C:3]([F:9])=[C:4]([CH:6]=[CH:7][CH:8]=1)[NH2:5].N1C=CC=CC=1.[F:16][C:17]1[CH:22]=[CH:21][C:20]([F:23])=[CH:19][C:18]=1[S:24](Cl)(=[O:26])=[O:25]. The catalyst is C(Cl)Cl. The product is [Br:1][C:2]1[C:3]([F:9])=[C:4]([NH:5][S:24]([C:18]2[CH:19]=[C:20]([F:23])[CH:21]=[CH:22][C:17]=2[F:16])(=[O:26])=[O:25])[CH:6]=[CH:7][CH:8]=1. The yield is 0.920. (3) The reactants are [NH:1]1[C:9]2[C:4](=[CH:5][C:6]([C:10]3([C:13]([O:15]C)=[O:14])[CH2:12][CH2:11]3)=[CH:7][CH:8]=2)[CH:3]=[CH:2]1.[Li+].[OH-].Cl. The catalyst is CO.O. The product is [NH:1]1[C:9]2[C:4](=[CH:5][C:6]([C:10]3([C:13]([OH:15])=[O:14])[CH2:12][CH2:11]3)=[CH:7][CH:8]=2)[CH:3]=[CH:2]1. The yield is 0.870. (4) The reactants are C(OC([N:8]1[C:12]2[CH:13]=[CH:14][C:15]([F:17])=[CH:16][C:11]=2[N:10]=[C:9]1[C:18]1[CH:23]=[C:22]([N:24]2[CH2:29][CH2:28][CH:27]([C:30]([O:32]CC)=[O:31])[CH2:26][CH2:25]2)[CH:21]=[CH:20][C:19]=1[Cl:35])=O)(C)(C)C. The catalyst is Cl. The product is [ClH:35].[Cl:35][C:19]1[CH:20]=[CH:21][C:22]([N:24]2[CH2:29][CH2:28][CH:27]([C:30]([OH:32])=[O:31])[CH2:26][CH2:25]2)=[CH:23][C:18]=1[C:9]1[NH:8][C:12]2[CH:13]=[CH:14][C:15]([F:17])=[CH:16][C:11]=2[N:10]=1. The yield is 1.00. (5) The reactants are [N:1]1([C:5]2[CH:10]=[CH:9][C:8](Br)=[CH:7][N:6]=2)[CH2:4][CH2:3][CH2:2]1.[Li]CCCC.[CH2:17]1[O:27][C:20]2([CH2:25][CH2:24][C:23](=[O:26])[CH2:22][CH2:21]2)[O:19][CH2:18]1. The catalyst is C1COCC1. The product is [N:1]1([C:5]2[N:6]=[CH:7][C:8]([C:23]3([OH:26])[CH2:24][CH2:25][C:20]4([O:27][CH2:17][CH2:18][O:19]4)[CH2:21][CH2:22]3)=[CH:9][CH:10]=2)[CH2:4][CH2:3][CH2:2]1. The yield is 0.430. (6) The catalyst is O1CCOCC1.C1C=CC(/C=C/C(/C=C/C2C=CC=CC=2)=O)=CC=1.C1C=CC(/C=C/C(/C=C/C2C=CC=CC=2)=O)=CC=1.C1C=CC(/C=C/C(/C=C/C2C=CC=CC=2)=O)=CC=1.[Pd].[Pd]. The yield is 0.607. The product is [F:32][C:11]1[CH:10]=[C:9]([O:8][C:6]2[CH:5]=[CH:4][N:3]=[C:2]([NH:37][C:33](=[O:36])[CH2:34][CH3:35])[CH:7]=2)[C:14]([F:15])=[CH:13][C:12]=1[NH:16][C:17]([C:19]1([C:22]([NH:24][C:25]2[CH:30]=[CH:29][C:28]([F:31])=[CH:27][CH:26]=2)=[O:23])[CH2:21][CH2:20]1)=[O:18]. The reactants are Cl[C:2]1[CH:7]=[C:6]([O:8][C:9]2[C:14]([F:15])=[CH:13][C:12]([NH:16][C:17]([C:19]3([C:22]([NH:24][C:25]4[CH:30]=[CH:29][C:28]([F:31])=[CH:27][CH:26]=4)=[O:23])[CH2:21][CH2:20]3)=[O:18])=[C:11]([F:32])[CH:10]=2)[CH:5]=[CH:4][N:3]=1.[C:33]([NH2:37])(=[O:36])[CH2:34][CH3:35].CC1(C)C2C(=C(P(C3C=CC=CC=3)C3C=CC=CC=3)C=CC=2)OC2C(P(C3C=CC=CC=3)C3C=CC=CC=3)=CC=CC1=2.C(=O)([O-])[O-].[Cs+].[Cs+].